Dataset: Full USPTO retrosynthesis dataset with 1.9M reactions from patents (1976-2016). Task: Predict the reactants needed to synthesize the given product. (1) Given the product [C:1]([C:3]1[CH:8]=[CH:7][C:6]([C@@H:9]2[C:14]([C:15]([O:17][CH2:18][CH3:19])=[O:16])=[C:13]([CH3:20])[N:12]([C:21]3[CH:26]=[CH:25][CH:24]=[C:23]([C:27]([F:29])([F:28])[F:30])[CH:22]=3)[C:11](=[O:31])[NH:10]2)=[CH:5][CH:4]=1)#[N:2], predict the reactants needed to synthesize it. The reactants are: [C:1]([C:3]1[CH:8]=[CH:7][C:6]([CH:9]2[C:14]([C:15]([O:17][CH2:18][CH3:19])=[O:16])=[C:13]([CH3:20])[N:12]([C:21]3[CH:26]=[CH:25][CH:24]=[C:23]([C:27]([F:30])([F:29])[F:28])[CH:22]=3)[C:11](=[O:31])[NH:10]2)=[CH:5][CH:4]=1)#[N:2].C(C1C=CC([C@H]2C(C(OCC)=O)=C(C)N(C3C=CC=C(C(F)(F)F)C=3)C(=O)N2)=CC=1)#N. (2) Given the product [Br:1][C:2]1[C:3]([CH3:11])=[CH:4][C:5]([S:14]([CH2:18][CH3:19])(=[O:16])=[O:13])=[N:6][CH:7]=1, predict the reactants needed to synthesize it. The reactants are: [Br:1][C:2]1[C:3]([CH3:11])=[CH:4][C:5](SCC)=[N:6][CH:7]=1.O[O:13][S:14]([O-:16])=O.[K+].[CH2:18]1COC[CH2:19]1. (3) Given the product [CH:1]([C:4]1[CH:5]=[CH:6][C:7]([C:10](=[O:24])[CH2:11][C:12]([C:14]2[CH:15]=[C:16]([CH:21]=[CH:22][CH:23]=2)[C:17]([OH:19])=[O:18])=[O:13])=[CH:8][CH:9]=1)([CH3:3])[CH3:2], predict the reactants needed to synthesize it. The reactants are: [CH:1]([C:4]1[CH:9]=[CH:8][C:7]([C:10](=[O:24])[CH2:11][C:12]([C:14]2[CH:15]=[C:16]([CH:21]=[CH:22][CH:23]=2)[C:17]([O:19]C)=[O:18])=[O:13])=[CH:6][CH:5]=1)([CH3:3])[CH3:2].O[Li].O.Cl. (4) Given the product [CH3:33][N:34]1[C:38]([S:39]([N:45]2[CH2:46][CH2:47][CH:50]([N:26]3[CH2:25][C:24]([CH2:28][C:29]#[N:30])([N:22]4[CH:23]=[C:19]([C:18]5[C:13]6[CH:12]=[CH:11][N:10]([CH2:9][O:8][CH2:7][CH2:6][Si:5]([CH3:31])([CH3:4])[CH3:32])[C:14]=6[N:15]=[CH:16][N:17]=5)[CH:20]=[N:21]4)[CH2:27]3)[CH2:49][CH2:48]2)(=[O:41])=[O:40])=[CH:37][CH:36]=[N:35]1, predict the reactants needed to synthesize it. The reactants are: Cl.Cl.Cl.[CH3:4][Si:5]([CH3:32])([CH3:31])[CH2:6][CH2:7][O:8][CH2:9][N:10]1[C:14]2[N:15]=[CH:16][N:17]=[C:18]([C:19]3[CH:20]=[N:21][N:22]([C:24]4([CH2:28][C:29]#[N:30])[CH2:27][NH:26][CH2:25]4)[CH:23]=3)[C:13]=2[CH:12]=[CH:11]1.[CH3:33][N:34]1[C:38]([S:39](Cl)(=[O:41])=[O:40])=[CH:37][CH:36]=[N:35]1.C([N:45]([CH2:48][CH3:49])[CH2:46][CH3:47])C.[CH2:50]1COCC1. (5) Given the product [N+:30]([C:27]1[CH:28]=[CH:29][C:21]([O:8][C:6]2[CH:5]=[CH:4][N:3]=[C:2]([NH2:1])[CH:7]=2)=[C:22]2[C:26]=1[NH:25][N:24]=[CH:23]2)([O-:32])=[O:31], predict the reactants needed to synthesize it. The reactants are: [NH2:1][C:2]1[CH:7]=[C:6]([OH:8])[CH:5]=[CH:4][N:3]=1.C1CCN2C(=NCCC2)CC1.F[C:21]1[CH:29]=[CH:28][C:27]([N+:30]([O-:32])=[O:31])=[C:26]2[C:22]=1[CH:23]=[N:24][NH:25]2. (6) Given the product [CH3:1][O:2][C:3]1[C:30]([O:31][CH2:32][CH2:33][CH2:34][C:35]([NH:37][C:38]2[CH:42]=[C:41]([C:43]([NH:44][C:45]3[CH:50]=[CH:49][C:48]([C:51]4[CH:55]=[C:54]([C:56]([O:58][CH3:59])=[O:57])[N:53]([CH3:60])[CH:52]=4)=[CH:47][CH:46]=3)=[O:61])[N:40]([CH3:62])[CH:39]=2)=[O:36])=[CH:29][C:6]2[N:7]=[CH:8][C@@H:9]3[CH2:15][CH2:14][CH2:13][N:10]3[C:11](=[O:12])[C:5]=2[CH:4]=1, predict the reactants needed to synthesize it. The reactants are: [CH3:1][O:2][C:3]1[C:30]([O:31][CH2:32][CH2:33][CH2:34][C:35]([NH:37][C:38]2[CH:42]=[C:41]([C:43](=[O:61])[NH:44][C:45]3[CH:50]=[CH:49][C:48]([C:51]4[CH:55]=[C:54]([C:56]([O:58][CH3:59])=[O:57])[N:53]([CH3:60])[CH:52]=4)=[CH:47][CH:46]=3)[N:40]([CH3:62])[CH:39]=2)=[O:36])=[CH:29][C:6]2[N:7](C(OCC=C)=O)[C@@H:8](OC3CCCCO3)[C@@H:9]3[CH2:15][CH2:14][CH2:13][N:10]3[C:11](=[O:12])[C:5]=2[CH:4]=1.N1CCCC1.C1(P(C2C=CC=CC=2)C2C=CC=CC=2)C=CC=CC=1. (7) Given the product [Cl:14][C:12]1[C:11]([C:15]([F:16])([F:18])[F:17])=[CH:10][C:9]2[NH:19][C:20](=[O:39])[CH2:21][C:22]([C:24]3[CH:29]=[CH:28][CH:27]=[C:26]([C:30]4[CH:35]=[CH:34][N:33]=[C:32]([CH:36]([CH3:38])[CH3:37])[CH:31]=4)[CH:25]=3)=[N:7][C:8]=2[CH:13]=1, predict the reactants needed to synthesize it. The reactants are: C(OC(=O)[NH:7][C:8]1[CH:13]=[C:12]([Cl:14])[C:11]([C:15]([F:18])([F:17])[F:16])=[CH:10][C:9]=1[NH:19][C:20](=[O:39])[CH2:21][C:22]([C:24]1[CH:29]=[CH:28][CH:27]=[C:26]([C:30]2[CH:35]=[CH:34][N:33]=[C:32]([CH:36]([CH3:38])[CH3:37])[CH:31]=2)[CH:25]=1)=O)(C)(C)C.C(O)(C(F)(F)F)=O. (8) Given the product [Cl:29][CH2:28][CH:3]([CH2:2][Cl:1])[O:4][C:5]1[CH:10]=[CH:9][CH:8]=[C:7]([CH2:11][S:12]([C:15]2[C:24]3[C:19](=[CH:20][CH:21]=[CH:22][CH:23]=3)[CH:18]=[CH:17][CH:16]=2)(=[O:13])=[O:14])[C:6]=1[NH2:25], predict the reactants needed to synthesize it. The reactants are: [Cl:1][CH2:2][CH:3]([CH2:28][Cl:29])[O:4][C:5]1[C:6]([N+:25]([O-])=O)=[C:7]([CH2:11][S:12]([C:15]2[C:24]3[C:19](=[CH:20][CH:21]=[CH:22][CH:23]=3)[CH:18]=[CH:17][CH:16]=2)(=[O:14])=[O:13])[CH:8]=[CH:9][CH:10]=1.C1COCC1. (9) The reactants are: [CH:1]([O:4][C:5]([C:7]1([C:10]2[CH:15]=[CH:14][C:13]([C:16]3[CH:21]=[CH:20][CH:19]=[CH:18][CH:17]=3)=[CH:12][CH:11]=2)[CH2:9][CH2:8]1)=[O:6])([CH3:3])[CH3:2].[Cl-].[Al+3].[Cl-].[Cl-].[C:26](Cl)(=[O:28])[CH3:27].O. Given the product [CH:1]([O:4][C:5]([C:7]1([C:10]2[CH:11]=[CH:12][C:13]([C:16]3[CH:21]=[CH:20][C:19]([C:26](=[O:28])[CH3:27])=[CH:18][CH:17]=3)=[CH:14][CH:15]=2)[CH2:9][CH2:8]1)=[O:6])([CH3:3])[CH3:2], predict the reactants needed to synthesize it.